Predict the reactants needed to synthesize the given product. From a dataset of Full USPTO retrosynthesis dataset with 1.9M reactions from patents (1976-2016). (1) Given the product [CH3:9][O:10][C:11]1[CH:16]=[CH:15][C:14]([O:17][CH3:18])=[CH:13][C:12]=1[C:19]1([C:24]2[CH:29]=[CH:28][CH:27]=[CH:26][CH:25]=2)[CH2:22][C:21]2([CH2:1][CH2:23]2)[CH2:20]1, predict the reactants needed to synthesize it. The reactants are: [CH2:1]([Zn]CC)C.ClCI.[CH3:9][O:10][C:11]1[CH:16]=[CH:15][C:14]([O:17][CH3:18])=[CH:13][C:12]=1[C:19]1([C:24]2[CH:29]=[CH:28][CH:27]=[CH:26][CH:25]=2)[CH2:22][C:21](=[CH2:23])[CH2:20]1. (2) Given the product [CH2:19]([N:26]1[CH2:30][CH2:29][C@@H:28]([NH:31][C:14](=[O:16])[CH2:13][C:10]2[NH:9][C:8]3[CH:7]=[CH:6][CH:5]=[C:4]([C:3]([F:2])([F:18])[F:17])[C:12]=3[N:11]=2)[CH2:27]1)[C:20]1[CH:21]=[CH:22][CH:23]=[CH:24][CH:25]=1, predict the reactants needed to synthesize it. The reactants are: [Li].[F:2][C:3]([F:18])([F:17])[C:4]1[C:12]2[N:11]=[C:10]([CH2:13][C:14]([OH:16])=O)[NH:9][C:8]=2[CH:7]=[CH:6][CH:5]=1.[CH2:19]([N:26]1[CH2:30][CH2:29][C@@H:28]([NH2:31])[CH2:27]1)[C:20]1[CH:25]=[CH:24][CH:23]=[CH:22][CH:21]=1.C1C=CC2N(O)N=NC=2C=1.CCN=C=NCCCN(C)C.C(N(C(C)C)CC)(C)C.C([O-])(O)=O.[Na+]. (3) Given the product [Cl:35][C:28]1[CH:29]=[N+:30]([O-:34])[CH:31]=[C:32]([Cl:33])[C:27]=1[CH2:26][C@@H:25]([C:36]1[CH:41]=[CH:40][C:39]([O:42][CH:43]([F:44])[F:45])=[C:38]([O:46][CH2:47][CH:48]2[CH2:50][CH2:49]2)[CH:37]=1)[O:24][C:22]([C@H:18]1[N:17]([S:14]([C:10]2[CH:11]=[CH:12][CH:13]=[C:8]([C:6](=[O:7])[NH:5][CH2:4][CH2:3][NH:2][C:56](=[O:57])[C:55]3[CH:59]=[CH:60][CH:61]=[C:53]([CH:51]=[O:52])[CH:54]=3)[CH:9]=2)(=[O:15])=[O:16])[CH2:21][CH2:20][S:19]1)=[O:23], predict the reactants needed to synthesize it. The reactants are: Cl.[NH2:2][CH2:3][CH2:4][NH:5][C:6]([C:8]1[CH:9]=[C:10]([S:14]([N:17]2[CH2:21][CH2:20][S:19][C@H:18]2[C:22]([O:24][C@H:25]([C:36]2[CH:41]=[CH:40][C:39]([O:42][CH:43]([F:45])[F:44])=[C:38]([O:46][CH2:47][CH:48]3[CH2:50][CH2:49]3)[CH:37]=2)[CH2:26][C:27]2[C:32]([Cl:33])=[CH:31][N+:30]([O-:34])=[CH:29][C:28]=2[Cl:35])=[O:23])(=[O:16])=[O:15])[CH:11]=[CH:12][CH:13]=1)=[O:7].[CH:51]([C:53]1[CH:54]=[C:55]([CH:59]=[CH:60][CH:61]=1)[C:56](O)=[O:57])=[O:52].C(Cl)CCl. (4) The reactants are: [Cl:1][C:2]1[CH:3]=[C:4]([CH:19]=[CH:20][C:21]=1[C:22]([OH:24])=O)[C:5]([NH:7][CH2:8][C:9]1[NH:13][C:12]2[CH:14]=[CH:15][C:16]([Cl:18])=[CH:17][C:11]=2[N:10]=1)=[O:6].[NH:25]1[CH2:29][CH2:28][CH2:27][CH2:26]1.CN(C(ON1N=NC2C=CC=CC1=2)=[N+](C)C)C.[B-](F)(F)(F)F.C(N(CC)CC)C. Given the product [Cl:1][C:2]1[CH:3]=[C:4]([CH:19]=[CH:20][C:21]=1[C:22]([N:25]1[CH2:29][CH2:28][CH2:27][CH2:26]1)=[O:24])[C:5]([NH:7][CH2:8][C:9]1[NH:13][C:12]2[CH:14]=[CH:15][C:16]([Cl:18])=[CH:17][C:11]=2[N:10]=1)=[O:6], predict the reactants needed to synthesize it. (5) The reactants are: B(F)(F)F.CC[O:7][CH2:8][CH3:9].[Cl:10][C:11]1[N:16]=[CH:15][C:14](N)=[C:13]([I:18])[CH:12]=1.N(OC(C)(C)C)=[O:20]. Given the product [Cl:10][C:11]1[N:16]=[CH:15][C:14]([O:7][C:8](=[O:20])[CH3:9])=[C:13]([I:18])[CH:12]=1, predict the reactants needed to synthesize it. (6) Given the product [F:1][C:2]1[CH:8]=[CH:7][CH:6]=[C:5]([F:9])[C:3]=1[NH:4][C:16]1([C:14]#[N:15])[CH2:19][CH2:18][CH2:17]1, predict the reactants needed to synthesize it. The reactants are: [F:1][C:2]1[CH:8]=[CH:7][CH:6]=[C:5]([F:9])[C:3]=1[NH2:4].[Si]([C:14]#[N:15])(C)(C)C.[C:16]1(=O)[CH2:19][CH2:18][CH2:17]1. (7) Given the product [CH3:43][O:44][CH2:45][C:46]1[CH:47]=[CH:48][C:49]([O:54][C:55]([F:56])([F:57])[F:58])=[C:50]([CH:51]=1)[CH2:52][NH:53][C:38](=[O:39])[NH:1][C:2]1[N:6]([C:7]2[CH:12]=[CH:11][CH:10]=[CH:9][CH:8]=2)[N:5]=[C:4]([O:13][CH:14]2[CH2:15][C:16]3([CH2:19][N:18]([C:20]([O:22][C:23]([CH3:24])([CH3:25])[CH3:26])=[O:21])[CH2:17]3)[CH2:27]2)[C:3]=1[CH3:28], predict the reactants needed to synthesize it. The reactants are: [NH2:1][C:2]1[N:6]([C:7]2[CH:12]=[CH:11][CH:10]=[CH:9][CH:8]=2)[N:5]=[C:4]([O:13][CH:14]2[CH2:27][C:16]3([CH2:19][N:18]([C:20]([O:22][C:23]([CH3:26])([CH3:25])[CH3:24])=[O:21])[CH2:17]3)[CH2:15]2)[C:3]=1[CH3:28].C1(C2C=CC([CH2:38][O:39]C)=CC=2CN)CC1.[CH3:43][O:44][CH2:45][C:46]1[CH:47]=[CH:48][C:49]([O:54][C:55]([F:58])([F:57])[F:56])=[C:50]([CH2:52][NH2:53])[CH:51]=1.